Predict the reactants needed to synthesize the given product. From a dataset of Full USPTO retrosynthesis dataset with 1.9M reactions from patents (1976-2016). (1) Given the product [Br:18][CH2:1][C:2]1[CH:7]=[C:6]([C:8]([CH3:12])([CH3:11])[C:9]#[N:10])[CH:5]=[C:4]([C:13]([CH3:17])([CH3:16])[C:14]#[N:15])[CH:3]=1, predict the reactants needed to synthesize it. The reactants are: [CH3:1][C:2]1[CH:3]=[C:4]([C:13]([CH3:17])([CH3:16])[C:14]#[N:15])[CH:5]=[C:6]([C:8]([CH3:12])([CH3:11])[C:9]#[N:10])[CH:7]=1.[Br:18]N1C(=O)CCC1=O.C(OOC(=O)C1C=CC=CC=1)(=O)C1C=CC=CC=1. (2) The reactants are: C(=O)([O-])[O-:2].[Na+].[Na+].[OH-].[Na+].[CH3:9][O:10][C:11]1[CH:12]=[C:13]2[C:18](=[CH:19][C:20]=1[O:21][CH3:22])[N:17]=[CH:16][N:15]=[C:14]2[NH:23][C:24]1[CH:25]=[C:26]([OH:31])[CH:27]=[C:28]([CH3:30])[CH:29]=1.[O]N(S(=O)([O-])=O)S(=O)([O-])=O.[K+].[K+].[Cl-].[NH4+]. Given the product [CH3:9][O:10][C:11]1[CH:12]=[C:13]2[C:18](=[CH:19][C:20]=1[O:21][CH3:22])[N:17]=[CH:16][N:15]=[C:14]2[NH:23][C:24]1[C:29]([C:28]([CH3:30])=[CH:27][C:26](=[O:31])[CH:25]=1)=[O:2], predict the reactants needed to synthesize it.